This data is from NCI-60 drug combinations with 297,098 pairs across 59 cell lines. The task is: Regression. Given two drug SMILES strings and cell line genomic features, predict the synergy score measuring deviation from expected non-interaction effect. (1) Drug 1: CC1OCC2C(O1)C(C(C(O2)OC3C4COC(=O)C4C(C5=CC6=C(C=C35)OCO6)C7=CC(=C(C(=C7)OC)O)OC)O)O. Drug 2: CC(C1=C(C=CC(=C1Cl)F)Cl)OC2=C(N=CC(=C2)C3=CN(N=C3)C4CCNCC4)N. Cell line: NCI-H522. Synergy scores: CSS=24.4, Synergy_ZIP=-2.93, Synergy_Bliss=1.40, Synergy_Loewe=-0.00328, Synergy_HSA=1.72. (2) Drug 1: C1CCC(CC1)NC(=O)N(CCCl)N=O. Cell line: HL-60(TB). Synergy scores: CSS=36.5, Synergy_ZIP=-0.620, Synergy_Bliss=-6.21, Synergy_Loewe=-21.2, Synergy_HSA=-4.41. Drug 2: CC1=C2C(C(=O)C3(C(CC4C(C3C(C(C2(C)C)(CC1OC(=O)C(C(C5=CC=CC=C5)NC(=O)C6=CC=CC=C6)O)O)OC(=O)C7=CC=CC=C7)(CO4)OC(=O)C)O)C)OC(=O)C. (3) Drug 1: CCN(CC)CCNC(=O)C1=C(NC(=C1C)C=C2C3=C(C=CC(=C3)F)NC2=O)C. Drug 2: C1CN(CCN1C(=O)CCBr)C(=O)CCBr. Cell line: RPMI-8226. Synergy scores: CSS=27.2, Synergy_ZIP=-3.31, Synergy_Bliss=6.07, Synergy_Loewe=6.54, Synergy_HSA=4.89. (4) Drug 1: CN(C)C1=NC(=NC(=N1)N(C)C)N(C)C. Drug 2: CS(=O)(=O)CCNCC1=CC=C(O1)C2=CC3=C(C=C2)N=CN=C3NC4=CC(=C(C=C4)OCC5=CC(=CC=C5)F)Cl. Cell line: RXF 393. Synergy scores: CSS=-4.79, Synergy_ZIP=2.24, Synergy_Bliss=3.54, Synergy_Loewe=-2.77, Synergy_HSA=-1.82. (5) Drug 1: CC(C)(C#N)C1=CC(=CC(=C1)CN2C=NC=N2)C(C)(C)C#N. Drug 2: C1CN(P(=O)(OC1)NCCCl)CCCl. Cell line: EKVX. Synergy scores: CSS=4.18, Synergy_ZIP=1.47, Synergy_Bliss=0.491, Synergy_Loewe=5.96, Synergy_HSA=-0.656. (6) Drug 1: C1CNP(=O)(OC1)N(CCCl)CCCl. Drug 2: N.N.Cl[Pt+2]Cl. Cell line: NCIH23. Synergy scores: CSS=60.7, Synergy_ZIP=0.804, Synergy_Bliss=-0.492, Synergy_Loewe=-34.9, Synergy_HSA=-0.419. (7) Drug 1: CC12CCC(CC1=CCC3C2CCC4(C3CC=C4C5=CN=CC=C5)C)O. Drug 2: C1=NC2=C(N1)C(=S)N=C(N2)N. Cell line: ACHN. Synergy scores: CSS=52.5, Synergy_ZIP=-1.33, Synergy_Bliss=-1.89, Synergy_Loewe=-13.9, Synergy_HSA=-1.70.